Dataset: Full USPTO retrosynthesis dataset with 1.9M reactions from patents (1976-2016). Task: Predict the reactants needed to synthesize the given product. (1) Given the product [ClH:11].[F:46][C:41]1[CH:40]=[C:39]([CH:44]=[CH:43][C:42]=1[F:45])[CH2:38][NH:37][C:36]([C:34]1[CH:33]=[CH:32][C:31]([F:48])=[C:30]([NH:29][C:27]([C:24]2[N:21]3[CH:22]=[CH:23][C:18]([C:15]4[CH:16]=[N:17][C:12]([O:8][CH2:7][CH2:6][N:1]5[CH2:5][CH2:4][CH2:3][CH2:2]5)=[CH:13][CH:14]=4)=[CH:19][C:20]3=[N:26][CH:25]=2)=[O:28])[CH:35]=1)=[O:47], predict the reactants needed to synthesize it. The reactants are: [N:1]1([CH2:6][CH2:7][OH:8])[CH2:5][CH2:4][CH2:3][CH2:2]1.[H-].[Na+].[Cl:11][C:12]1[N:17]=[CH:16][C:15]([C:18]2[CH:23]=[CH:22][N:21]3[C:24]([C:27]([NH:29][C:30]4[CH:35]=[C:34]([C:36](=[O:47])[NH:37][CH2:38][C:39]5[CH:44]=[CH:43][C:42]([F:45])=[C:41]([F:46])[CH:40]=5)[CH:33]=[CH:32][C:31]=4[F:48])=[O:28])=[CH:25][N:26]=[C:20]3[CH:19]=2)=[CH:14][CH:13]=1.Cl. (2) Given the product [CH2:15]([O:22][C:23]1[C:24]([CH3:32])=[C:25]([CH3:31])[C:26]([NH:30][C:8](=[O:13])[CH2:9][CH:10]([CH3:12])[CH3:11])=[N:27][C:28]=1[CH3:29])[C:16]1[CH:17]=[CH:18][CH:19]=[CH:20][CH:21]=1, predict the reactants needed to synthesize it. The reactants are: C(N(CC)CC)C.[C:8](Cl)(=[O:13])[CH2:9][CH:10]([CH3:12])[CH3:11].[CH2:15]([O:22][C:23]1[C:24]([CH3:32])=[C:25]([CH3:31])[C:26]([NH2:30])=[N:27][C:28]=1[CH3:29])[C:16]1[CH:21]=[CH:20][CH:19]=[CH:18][CH:17]=1.